Dataset: Full USPTO retrosynthesis dataset with 1.9M reactions from patents (1976-2016). Task: Predict the reactants needed to synthesize the given product. (1) Given the product [CH3:1][S:2]([C:5]1[CH:6]=[C:7]([C:11]2[CH:16]=[CH:15][CH:14]=[C:13]([CH2:17][N:18]([CH2:26][CH2:27][CH3:28])[S:19]([CH:22]([CH3:24])[CH3:23])(=[O:20])=[O:21])[CH:12]=2)[CH:8]=[CH:9][CH:10]=1)(=[O:3])=[O:4], predict the reactants needed to synthesize it. The reactants are: [CH3:1][S:2]([C:5]1[CH:6]=[C:7]([C:11]2[CH:16]=[CH:15][CH:14]=[C:13]([CH2:17][NH:18][S:19]([CH:22]([CH3:24])[CH3:23])(=[O:21])=[O:20])[CH:12]=2)[CH:8]=[CH:9][CH:10]=1)(=[O:4])=[O:3].I[CH2:26][CH2:27][CH3:28].C(=O)([O-])[O-].[Cs+].[Cs+]. (2) Given the product [ClH:24].[CH3:25][N:4]([CH3:3])[C:5]1[NH:9][C:8]([C:10]2[CH:11]=[CH:12][C:13]([F:16])=[CH:14][CH:15]=2)=[N:7][C:6]=1[C:17]1[CH:22]=[CH:21][CH:20]=[CH:19][CH:18]=1, predict the reactants needed to synthesize it. The reactants are: C([CH2:3][NH:4][C:5]1[NH:9][C:8]([C:10]2[CH:15]=[CH:14][C:13]([F:16])=[CH:12][CH:11]=2)=[N:7][C:6]=1[C:17]1[CH:22]=[CH:21][CH:20]=[CH:19][CH:18]=1)=O.B.[ClH:24].[C:25](=O)([O-])O.[Na+]. (3) Given the product [C:31]([O:35][C:36]([N:38]1[CH2:41][C:40]2([CH2:46][CH2:45][N:44]([C:2]3[N:7]=[C:6]([N:8]4[CH2:12][CH2:11][CH2:10][CH:9]4[C:13]4[O:17][N:16]=[C:15]([C:18]5[CH:23]=[CH:22][CH:21]=[CH:20][N:19]=5)[CH:14]=4)[N:5]=[C:4]([NH:24][C:25]4[CH:26]=[C:27]([CH3:30])[NH:28][N:29]=4)[CH:3]=3)[CH2:43][CH2:42]2)[CH2:39]1)=[O:37])([CH3:34])([CH3:32])[CH3:33], predict the reactants needed to synthesize it. The reactants are: Cl[C:2]1[N:7]=[C:6]([N:8]2[CH2:12][CH2:11][CH2:10][CH:9]2[C:13]2[O:17][N:16]=[C:15]([C:18]3[CH:23]=[CH:22][CH:21]=[CH:20][N:19]=3)[CH:14]=2)[N:5]=[C:4]([NH:24][C:25]2[NH:29][N:28]=[C:27]([CH3:30])[CH:26]=2)[CH:3]=1.[C:31]([O:35][C:36]([N:38]1[CH2:41][C:40]2([CH2:46][CH2:45][NH:44][CH2:43][CH2:42]2)[CH2:39]1)=[O:37])([CH3:34])([CH3:33])[CH3:32]. (4) The reactants are: [CH3:1][C:2]([O:5][C:6]([N:8]1[CH2:13][CH2:12][CH2:11][CH2:10][C@H:9]1[C:14]([OH:16])=O)=[O:7])([CH3:4])[CH3:3].CN(C(ON1N=NC2C=CC=NC1=2)=[N+](C)C)C.F[P-](F)(F)(F)(F)F.CCN(C(C)C)C(C)C.FC(F)(F)C(O)=O.[NH2:57][C@@H:58]([CH2:65][CH3:66])/[CH:59]=[CH:60]/[C:61]([O:63][CH3:64])=[O:62]. Given the product [CH2:65]([C@H:58]([NH:57][C:14]([C@@H:9]1[CH2:10][CH2:11][CH2:12][CH2:13][N:8]1[C:6]([O:5][C:2]([CH3:1])([CH3:3])[CH3:4])=[O:7])=[O:16])/[CH:59]=[CH:60]/[C:61]([O:63][CH3:64])=[O:62])[CH3:66], predict the reactants needed to synthesize it. (5) Given the product [ClH:24].[ClH:24].[CH2:1]([NH:3][CH2:4][CH2:5][N:6]1[CH2:11][CH2:10][S:9][C:8]2[CH:12]=[CH:13][C:14]([NH:16][C:17]([C:19]3[S:20][CH:21]=[CH:22][CH:23]=3)=[NH:18])=[CH:15][C:7]1=2)[CH3:2], predict the reactants needed to synthesize it. The reactants are: [CH2:1]([NH:3][CH2:4][CH2:5][N:6]1[CH2:11][CH2:10][S:9][C:8]2[CH:12]=[CH:13][C:14]([NH:16][C:17]([C:19]3[S:20][CH:21]=[CH:22][CH:23]=3)=[NH:18])=[CH:15][C:7]1=2)[CH3:2].[ClH:24]. (6) Given the product [C:1]1([OH:11])[C:6]2[C:5](=[CH:6][CH:1]=[CH:2][CH:3]=2)[CH:4]=[CH:3][CH:2]=1, predict the reactants needed to synthesize it. The reactants are: [CH:1]1[C:6](N)=[CH:5][CH:4]=[C:3](N)[CH:2]=1.OO.[OH2:11].